This data is from Forward reaction prediction with 1.9M reactions from USPTO patents (1976-2016). The task is: Predict the product of the given reaction. (1) The product is: [O:9]1[C:13]2[CH:14]=[CH:15][CH:16]=[CH:17][C:12]=2[CH:11]=[C:10]1[CH:18]1[CH2:19][CH2:20][CH:21]([C:24]([OH:2])=[O:25])[CH2:22][CH2:23]1. Given the reactants Cl[O-:2].[Na+].S(=O)(=O)(O)N.[O:9]1[C:13]2[CH:14]=[CH:15][CH:16]=[CH:17][C:12]=2[CH:11]=[C:10]1[CH:18]1[CH2:23][CH2:22][CH:21]([CH:24]=[O:25])[CH2:20][CH2:19]1, predict the reaction product. (2) Given the reactants ClC1C=C(C=CC=1)C(OO)=[O:6].[F:12][C:13]([S:16][C:17]1[CH:18]=[CH:19][C:20]2[O:24][CH:23]=[N:22][C:21]=2[CH:25]=1)([F:15])[F:14].C(=O)(O)[O-].[Na+].S([O-])([O-])(=O)=S.[Na+].[Na+], predict the reaction product. The product is: [F:15][C:13]([F:12])([F:14])[S:16]([C:17]1[CH:18]=[CH:19][C:20]2[O:24][CH:23]=[N:22][C:21]=2[CH:25]=1)=[O:6]. (3) Given the reactants [CH3:1][O:2][C:3]1[N:8]=[CH:7][C:6]([OH:9])=[CH:5][CH:4]=1.C([Mg]Cl)(C)C.[Br:15][C:16]1[CH:24]=[CH:23][CH:22]=[C:21]2[C:17]=1[C:18](=[O:26])[C:19](=[O:25])[NH:20]2, predict the reaction product. The product is: [Br:15][C:16]1[CH:24]=[CH:23][CH:22]=[C:21]2[C:17]=1[C:18]([OH:26])([C:7]1[C:6]([OH:9])=[CH:5][CH:4]=[C:3]([O:2][CH3:1])[N:8]=1)[C:19](=[O:25])[NH:20]2. (4) Given the reactants [O:1]1[C:5]2[CH:6]=[CH:7][C:8]([C:10]3[S:11][CH:12]=[C:13]([C:15]([OH:17])=O)[N:14]=3)=[CH:9][C:4]=2[CH2:3][CH2:2]1.[NH:18]1[CH:22]=[CH:21][N:20]=[C:19]1[NH2:23].F[P-](F)(F)(F)(F)F.N1(OC(N(C)C)=[N+](C)C)C2C=CC=CC=2N=N1.C(N(CC)C(C)C)(C)C, predict the reaction product. The product is: [O:1]1[C:5]2[CH:6]=[CH:7][C:8]([C:10]3[S:11][CH:12]=[C:13]([C:15]([NH:23][C:19]4[NH:18][CH:22]=[CH:21][N:20]=4)=[O:17])[N:14]=3)=[CH:9][C:4]=2[CH2:3][CH2:2]1. (5) Given the reactants [C:1]([N:5]1[C:9]([C:10]2[CH:15]=[CH:14][C:13]([F:16])=[CH:12][CH:11]=2)=[C:8]([C:17]2[S:18][CH:19]=[C:20]([CH2:22][C:23](O)=[O:24])[N:21]=2)[CH:7]=[N:6]1)([CH3:4])([CH3:3])[CH3:2].[F:26][C:27]([F:31])([F:30])[CH2:28][NH2:29], predict the reaction product. The product is: [C:1]([N:5]1[C:9]([C:10]2[CH:15]=[CH:14][C:13]([F:16])=[CH:12][CH:11]=2)=[C:8]([C:17]2[S:18][CH:19]=[C:20]([CH2:22][C:23]([NH:29][CH2:28][C:27]([F:31])([F:30])[F:26])=[O:24])[N:21]=2)[CH:7]=[N:6]1)([CH3:2])([CH3:3])[CH3:4]. (6) Given the reactants [NH:1]1[CH2:6][CH2:5][CH2:4][CH:3]([C:7]#[N:8])[CH2:2]1.[F:9][C:10]([F:15])([F:14])[C@@H:11]1[CH2:13][O:12]1, predict the reaction product. The product is: [F:9][C:10]([F:15])([F:14])[CH:11]([OH:12])[CH2:13][N:1]1[CH2:6][CH2:5][CH2:4][CH:3]([C:7]#[N:8])[CH2:2]1.